This data is from Peptide-MHC class II binding affinity with 134,281 pairs from IEDB. The task is: Regression. Given a peptide amino acid sequence and an MHC pseudo amino acid sequence, predict their binding affinity value. This is MHC class II binding data. (1) The peptide sequence is RQSGATIADVLAEKE. The MHC is DRB1_0802 with pseudo-sequence DRB1_0802. The binding affinity (normalized) is 0.0758. (2) The peptide sequence is LIEKINAGFKAAVAA. The MHC is DRB1_0301 with pseudo-sequence DRB1_0301. The binding affinity (normalized) is 0.515.